From a dataset of Full USPTO retrosynthesis dataset with 1.9M reactions from patents (1976-2016). Predict the reactants needed to synthesize the given product. (1) Given the product [Br:16][C:13]1[CH:12]=[N:11][CH:10]=[C:9]2[C:14]=1[CH:15]=[C:6]([C:4]([OH:5])=[O:3])[CH:7]=[N:8]2, predict the reactants needed to synthesize it. The reactants are: C([O:3][C:4]([C:6]1[CH:7]=[N:8][C:9]2[C:14]([CH:15]=1)=[C:13]([Br:16])[CH:12]=[N:11][CH:10]=2)=[O:5])C.O1CCOCC1.[OH-].[Li+]. (2) Given the product [NH2:1][C:2]1[C:7]([NH2:8])=[CH:6][C:5]([C:11]2[CH:16]=[CH:15][CH:14]=[CH:13][CH:12]=2)=[CH:4][N:3]=1, predict the reactants needed to synthesize it. The reactants are: [NH2:1][C:2]1[C:7]([N+:8]([O-])=O)=[CH:6][C:5]([C:11]2[CH:16]=[CH:15][CH:14]=[CH:13][CH:12]=2)=[CH:4][N:3]=1.